This data is from Forward reaction prediction with 1.9M reactions from USPTO patents (1976-2016). The task is: Predict the product of the given reaction. Given the reactants [NH2:1][C:2]1[N:7]=[C:6]([C:8]2[CH:15]=[CH:14][C:11]([C:12]#[N:13])=[C:10](F)[CH:9]=2)[CH:5]=[C:4]([N:17]2[CH2:22][CH2:21]O[CH2:19][C@H:18]2[CH:23]([CH3:25])[CH3:24])[N:3]=1.[OH2:26].[NH2:27][NH2:28], predict the reaction product. The product is: [NH2:1][C:2]1[N:7]=[C:6]([C:8]2[CH:9]=[C:10]3[C:11]([C:12]([NH2:13])=[N:27][NH:28]3)=[CH:14][CH:15]=2)[CH:5]=[C:4]([N:17]2[CH2:22][CH2:21][O:26][CH2:19][C@H:18]2[CH:23]([CH3:24])[CH3:25])[N:3]=1.